From a dataset of Forward reaction prediction with 1.9M reactions from USPTO patents (1976-2016). Predict the product of the given reaction. (1) Given the reactants [C:1]1([CH2:7][N:8]2[C:20]3[CH:19]=[CH:18][CH:17]=[C:16]([OH:21])[C:15]=3[C:14]3[C:9]2=[CH:10][CH:11]=[CH:12][C:13]=3[C:22]([O:24]C)=O)[CH:6]=[CH:5][CH:4]=[CH:3][CH:2]=1.Cl.[OH-].[NH4+:28], predict the reaction product. The product is: [C:1]1([CH2:7][N:8]2[C:20]3[CH:19]=[CH:18][CH:17]=[C:16]([OH:21])[C:15]=3[C:14]3[C:9]2=[CH:10][CH:11]=[CH:12][C:13]=3[C:22](=[O:24])[NH2:28])[CH:6]=[CH:5][CH:4]=[CH:3][CH:2]=1. (2) Given the reactants [CH3:1][O:2][C:3]1[CH:8]=[CH:7][C:6]([Mg]Br)=[CH:5][CH:4]=1.[N:11]1([C:16]2[CH:21]=[CH:20][C:19]([CH:22]([O:25][Si](C)(C)C)[C:23]#N)=[CH:18][CH:17]=2)[CH:15]=[CH:14][N:13]=[CH:12]1.Cl.[OH-:31].[Na+], predict the reaction product. The product is: [N:11]1([C:16]2[CH:21]=[CH:20][C:19]([CH:22]([OH:25])[C:23]([C:6]3[CH:7]=[CH:8][C:3]([O:2][CH3:1])=[CH:4][CH:5]=3)=[O:31])=[CH:18][CH:17]=2)[CH:15]=[CH:14][N:13]=[CH:12]1. (3) Given the reactants [Cl:1][C:2]1[CH:3]=[N:4][CH:5]=[C:6]([Cl:24])[C:7]=1[CH2:8][CH:9]([C:11]1[C:16]2[CH2:17][C:18]([CH3:21])([CH3:20])[O:19][C:15]=2[C:14]([O:22][CH3:23])=[CH:13][CH:12]=1)O.C([SiH](CC)CC)C.C(=O)(O)[O-].[Na+], predict the reaction product. The product is: [Cl:1][C:2]1[CH:3]=[N:4][CH:5]=[C:6]([Cl:24])[C:7]=1[CH2:8][CH2:9][C:11]1[C:16]2[CH2:17][C:18]([CH3:21])([CH3:20])[O:19][C:15]=2[C:14]([O:22][CH3:23])=[CH:13][CH:12]=1.